Dataset: Forward reaction prediction with 1.9M reactions from USPTO patents (1976-2016). Task: Predict the product of the given reaction. (1) Given the reactants [CH3:1][O:2][C:3]([C:5]1[N:6]=[C:7]([NH:10][C:11](=[O:36])[C@@H:12]([NH:21][C:22](=[O:35])[C@@H:23]([C:25]2[CH:30]=[CH:29][C:28]([NH:31][C:32](=[O:34])[CH3:33])=[CH:27][CH:26]=2)[NH2:24])[C@H:13]([C:15]2[CH:20]=[CH:19][CH:18]=[CH:17][CH:16]=2)[CH3:14])[S:8][CH:9]=1)=[O:4].[O:37]=[C:38](Cl)OC(Cl)(Cl)Cl, predict the reaction product. The product is: [CH3:1][O:2][C:3]([C:5]1[N:6]=[C:7]([NH:10][C:11](=[O:36])[C@@H:12]([N:21]2[C:22](=[O:35])[C@@H:23]([C:25]3[CH:30]=[CH:29][C:28]([NH:31][C:32](=[O:34])[CH3:33])=[CH:27][CH:26]=3)[NH:24][C:38]2=[O:37])[C@H:13]([C:15]2[CH:16]=[CH:17][CH:18]=[CH:19][CH:20]=2)[CH3:14])[S:8][CH:9]=1)=[O:4]. (2) The product is: [CH3:18][O:17][C:7]1[C:5]2[N:6]=[C:2]([NH:1][C:26]([NH:25][C:21]3[CH:22]=[N:23][CH:24]=[CH:19][CH:20]=3)=[S:27])[S:3][C:4]=2[C:10]([C:11]2[CH:16]=[CH:15][CH:14]=[CH:13][CH:12]=2)=[CH:9][CH:8]=1. Given the reactants [NH2:1][C:2]1[S:3][C:4]2[C:10]([C:11]3[CH:16]=[CH:15][CH:14]=[CH:13][CH:12]=3)=[CH:9][CH:8]=[C:7]([O:17][CH3:18])[C:5]=2[N:6]=1.[CH:19]1[CH:24]=[N:23][CH:22]=[C:21]([N:25]=[C:26]=[S:27])[CH:20]=1, predict the reaction product. (3) Given the reactants O.O.C([O-])(=O)C(C(C([O-])=O)O)O.[Na+].[Na+].[O:15]=[C:16]1[O:22][C@H:21]([C@H:23]([CH2:25][OH:26])[OH:24])[C:19]([OH:20])=[C:17]1[OH:18].C([O-])(=O)C(C(C([O-])=O)O)O.[Cl:37][Sn]Cl.O=C1O[C@H]([C@H](CO)O)C([O-])=C1O.Cl, predict the reaction product. The product is: [ClH:37].[O:15]=[C:16]1[O:22][C@H:21]([C@H:23]([CH2:25][OH:26])[OH:24])[C:19]([OH:20])=[C:17]1[OH:18]. (4) Given the reactants Cl.[NH2:2][CH2:3][C:4]1[CH:5]=[C:6]2[C:11](=[CH:12][CH:13]=1)[N:10]=[C:9]([CH3:14])[N:8]([CH:15]1[CH2:20][CH2:19][C:18](=[O:21])[NH:17][C:16]1=[O:22])[C:7]2=[O:23].[F:24][C:25]([F:37])([F:36])[O:26][C:27]1[CH:35]=[CH:34][C:30]([C:31](Cl)=[O:32])=[CH:29][CH:28]=1.C(N(CC)C(C)C)(C)C, predict the reaction product. The product is: [O:22]=[C:16]1[CH:15]([N:8]2[C:7](=[O:23])[C:6]3[C:11](=[CH:12][CH:13]=[C:4]([CH2:3][NH:2][C:31](=[O:32])[C:30]4[CH:34]=[CH:35][C:27]([O:26][C:25]([F:24])([F:36])[F:37])=[CH:28][CH:29]=4)[CH:5]=3)[N:10]=[C:9]2[CH3:14])[CH2:20][CH2:19][C:18](=[O:21])[NH:17]1. (5) Given the reactants C([NH:8][C:9]1[CH:14]=[CH:13][C:12]([CH2:15][C:16]2[C:24]3[C:19](=[N:20][CH:21]=[CH:22][CH:23]=3)[N:18]([Si:25]([CH:32]([CH3:34])[CH3:33])([CH:29]([CH3:31])[CH3:30])[CH:26]([CH3:28])[CH3:27])[CH:17]=2)=[CH:11][CH:10]=1)C1C=CC=CC=1.[H][H], predict the reaction product. The product is: [CH:32]([Si:25]([CH:26]([CH3:28])[CH3:27])([CH:29]([CH3:31])[CH3:30])[N:18]1[C:19]2=[N:20][CH:21]=[CH:22][CH:23]=[C:24]2[C:16]([CH2:15][C:12]2[CH:11]=[CH:10][C:9]([NH2:8])=[CH:14][CH:13]=2)=[CH:17]1)([CH3:33])[CH3:34]. (6) Given the reactants [N:1]1([CH2:7][CH2:8][N:9]2[C:17]3[C:12](=[C:13]([NH2:18])[CH:14]=[CH:15][CH:16]=3)[CH:11]=[N:10]2)[CH2:6][CH2:5][CH2:4][CH2:3][CH2:2]1.[C:19]([O:23][C:24]([NH:26][CH2:27][C:28](O)=[O:29])=[O:25])([CH3:22])([CH3:21])[CH3:20].Cl.C(N=C=NC(C)(C)CC)C.ON1C2C=CC=CC=2N=N1.CN1CCOCC1, predict the reaction product. The product is: [O:29]=[C:28]([NH:18][C:13]1[CH:14]=[CH:15][CH:16]=[C:17]2[C:12]=1[CH:11]=[N:10][N:9]2[CH2:8][CH2:7][N:1]1[CH2:6][CH2:5][CH2:4][CH2:3][CH2:2]1)[CH2:27][NH:26][C:24](=[O:25])[O:23][C:19]([CH3:21])([CH3:20])[CH3:22]. (7) The product is: [ClH:16].[CH2:1]([O:3][C:4]1[CH:11]=[C:10]([C:12]([F:13])([F:14])[F:15])[CH:9]=[CH:8][C:5]=1[C:6](=[NH:7])[O:19][CH2:17][CH3:18])[CH3:2]. Given the reactants [CH2:1]([O:3][C:4]1[CH:11]=[C:10]([C:12]([F:15])([F:14])[F:13])[CH:9]=[CH:8][C:5]=1[C:6]#[N:7])[CH3:2].[ClH:16].[CH2:17]([OH:19])[CH3:18], predict the reaction product. (8) Given the reactants [CH:1]1([CH:4]=[N:5][S@@:6]([C:8]([CH3:11])([CH3:10])[CH3:9])=[O:7])[CH2:3][CH2:2]1.C1([O-])C=CC=CC=1.[CH2:19]([N+:23](CCCC)(CCCC)CCCC)[CH2:20]CC.C[Si](CC#N)(C)C.[Cl-].[NH4+], predict the reaction product. The product is: [C:19]([CH2:20][C@@H:4]([NH:5][S@@:6]([C:8]([CH3:11])([CH3:10])[CH3:9])=[O:7])[CH:1]1[CH2:2][CH2:3]1)#[N:23]. (9) Given the reactants [H-].[Na+].C(O[C:6]([C:8]1[C:12]([C:13]2[CH:18]=[C:17]([Br:19])[C:16]([O:20][CH2:21][C:22]3[CH:27]=[CH:26][CH:25]=[CH:24][CH:23]=3)=[C:15]([Br:28])[CH:14]=2)=[CH:11][S:10][C:9]=1[NH:29][C:30](=[O:34])[CH2:31][C:32]#[N:33])=[O:7])C.Cl, predict the reaction product. The product is: [CH2:21]([O:20][C:16]1[C:17]([Br:19])=[CH:18][C:13]([C:12]2[C:8]3[C:6]([OH:7])=[C:31]([C:32]#[N:33])[C:30](=[O:34])[NH:29][C:9]=3[S:10][CH:11]=2)=[CH:14][C:15]=1[Br:28])[C:22]1[CH:27]=[CH:26][CH:25]=[CH:24][CH:23]=1.